From a dataset of Full USPTO retrosynthesis dataset with 1.9M reactions from patents (1976-2016). Predict the reactants needed to synthesize the given product. (1) Given the product [CH:18]([N:13]1[C:12]([C:33]2[CH:34]=[CH:35][C:30]([CH3:29])=[CH:31][CH:32]=2)=[C:11]2[C:15]([CH2:16][CH2:17][NH:8][CH2:9][CH2:10]2)=[N:14]1)([CH3:19])[CH3:20], predict the reactants needed to synthesize it. The reactants are: C(OC([N:8]1[CH2:17][CH2:16][C:15]2[C:11](=[C:12](OS(C(F)(F)F)(=O)=O)[N:13]([CH:18]([CH3:20])[CH3:19])[N:14]=2)[CH2:10][CH2:9]1)=O)(C)(C)C.[CH3:29][C:30]1[CH:35]=[CH:34][C:33](B(O)O)=[CH:32][CH:31]=1. (2) Given the product [Cl:10][C:11]1[CH:16]=[CH:15][C:14]([O:17][C:2]2[CH:9]=[CH:8][CH:7]=[CH:6][C:3]=2[CH:4]=[O:5])=[CH:13][CH:12]=1, predict the reactants needed to synthesize it. The reactants are: F[C:2]1[CH:9]=[CH:8][CH:7]=[CH:6][C:3]=1[CH:4]=[O:5].[Cl:10][C:11]1[CH:16]=[CH:15][C:14]([OH:17])=[CH:13][CH:12]=1.C([O-])([O-])=O.[K+].[K+].O.